From a dataset of NCI-60 drug combinations with 297,098 pairs across 59 cell lines. Regression. Given two drug SMILES strings and cell line genomic features, predict the synergy score measuring deviation from expected non-interaction effect. (1) Drug 1: C1=CC(=CC=C1C#N)C(C2=CC=C(C=C2)C#N)N3C=NC=N3. Drug 2: C(CC(=O)O)C(=O)CN.Cl. Cell line: IGROV1. Synergy scores: CSS=7.04, Synergy_ZIP=-3.36, Synergy_Bliss=-1.35, Synergy_Loewe=-1.08, Synergy_HSA=-0.719. (2) Drug 1: C1CC(=O)NC(=O)C1N2C(=O)C3=CC=CC=C3C2=O. Drug 2: N.N.Cl[Pt+2]Cl. Cell line: A549. Synergy scores: CSS=50.5, Synergy_ZIP=1.27, Synergy_Bliss=-0.0192, Synergy_Loewe=-16.5, Synergy_HSA=0.233. (3) Drug 1: CS(=O)(=O)C1=CC(=C(C=C1)C(=O)NC2=CC(=C(C=C2)Cl)C3=CC=CC=N3)Cl. Drug 2: CN(C)N=NC1=C(NC=N1)C(=O)N. Cell line: 786-0. Synergy scores: CSS=2.33, Synergy_ZIP=-3.66, Synergy_Bliss=-1.60, Synergy_Loewe=-6.71, Synergy_HSA=-1.36. (4) Drug 2: N.N.Cl[Pt+2]Cl. Synergy scores: CSS=8.32, Synergy_ZIP=-5.44, Synergy_Bliss=-0.849, Synergy_Loewe=1.12, Synergy_HSA=1.14. Drug 1: CC1=C2C(C(=O)C3(C(CC4C(C3C(C(C2(C)C)(CC1OC(=O)C(C(C5=CC=CC=C5)NC(=O)C6=CC=CC=C6)O)O)OC(=O)C7=CC=CC=C7)(CO4)OC(=O)C)O)C)OC(=O)C. Cell line: UO-31. (5) Drug 1: CC1C(C(CC(O1)OC2CC(CC3=C2C(=C4C(=C3O)C(=O)C5=C(C4=O)C(=CC=C5)OC)O)(C(=O)C)O)N)O.Cl. Drug 2: CCN(CC)CCNC(=O)C1=C(NC(=C1C)C=C2C3=C(C=CC(=C3)F)NC2=O)C. Cell line: NCI-H322M. Synergy scores: CSS=1.50, Synergy_ZIP=0.817, Synergy_Bliss=3.32, Synergy_Loewe=-1.76, Synergy_HSA=1.39. (6) Drug 1: CCC1=C2CN3C(=CC4=C(C3=O)COC(=O)C4(CC)O)C2=NC5=C1C=C(C=C5)O. Drug 2: C(CC(=O)O)C(=O)CN.Cl. Cell line: HOP-92. Synergy scores: CSS=26.8, Synergy_ZIP=-12.3, Synergy_Bliss=-5.75, Synergy_Loewe=-2.40, Synergy_HSA=-0.912.